This data is from Forward reaction prediction with 1.9M reactions from USPTO patents (1976-2016). The task is: Predict the product of the given reaction. (1) The product is: [CH3:19][C:16]([C:20]1[CH:21]=[C:22]([C:27]2[CH:32]=[CH:31][CH:30]=[CH:29][C:28]=2[CH:1]=[C:41]2[S:35][C:36](=[S:37])[NH:38][C:39]2=[O:40])[CH:23]=[CH:24][C:25]=1[OH:26])([CH3:15])[CH2:17][CH3:18]. Given the reactants [C:1]1(C)C=CC=CC=1.NC1C=CC=CC=1.[CH3:15][C:16]([C:20]1[CH:21]=[C:22]([C:27]2[CH:32]=[CH:31][CH:30]=[C:29](C=O)[CH:28]=2)[CH:23]=[CH:24][C:25]=1[OH:26])([CH3:19])[CH2:17][CH3:18].[S:35]1[CH2:41][C:39](=[O:40])[NH:38][C:36]1=[S:37], predict the reaction product. (2) The product is: [C:10]([NH:14][C:15]1[C:16]([CH3:28])=[N:17][C:18]2[C:23]([N:24]=1)=[C:22]([C:25](=[O:27])[CH2:26][C:3](=[O:5])[C:2]([O:7][CH2:8][CH3:9])=[O:6])[CH:21]=[CH:20][CH:19]=2)([CH3:13])([CH3:12])[CH3:11]. Given the reactants [Na].[C:2]([O:7][CH2:8][CH3:9])(=[O:6])[C:3]([O-:5])=O.[C:10]([NH:14][C:15]1[C:16]([CH3:28])=[N:17][C:18]2[C:23]([N:24]=1)=[C:22]([C:25](=[O:27])[CH3:26])[CH:21]=[CH:20][CH:19]=2)([CH3:13])([CH3:12])[CH3:11], predict the reaction product. (3) The product is: [Br:1][C:2]1[CH:7]=[C:6]([N+:15]([O-:17])=[O:16])[C:5]([CH3:8])=[CH:4][C:3]=1[Cl:9]. Given the reactants [Br:1][C:2]1[CH:7]=[CH:6][C:5]([CH3:8])=[CH:4][C:3]=1[Cl:9].OS(O)(=O)=O.[N+:15]([O-])([OH:17])=[O:16], predict the reaction product. (4) Given the reactants [CH3:1][N:2]([CH3:18])[C:3]([C:5]1[S:6][C:7]2[N:8]=[CH:9][N:10]=[C:11](S(C)(=O)=O)[C:12]=2[N:13]=1)=[O:4].[CH:19]([O:22][C:23]1[CH:31]=[C:30]2[C:26]([CH:27]=[N:28][NH:29]2)=[CH:25][C:24]=1[NH2:32])([CH3:21])[CH3:20], predict the reaction product. The product is: [CH3:1][N:2]([CH3:18])[C:3]([C:5]1[S:6][C:7]2[N:8]=[CH:9][N:10]=[C:11]([NH:32][C:24]3[CH:25]=[C:26]4[C:30](=[CH:31][C:23]=3[O:22][CH:19]([CH3:21])[CH3:20])[NH:29][N:28]=[CH:27]4)[C:12]=2[N:13]=1)=[O:4]. (5) Given the reactants [NH2:1][C:2]1[S:3][CH:4]=[C:5]([C:7]2[C:12]([CH3:13])=[CH:11][C:10]([NH:14]C(=O)C)=[CH:9][C:8]=2[CH3:18])[N:6]=1.C([O-])([O-])=O.[Na+].[Na+], predict the reaction product. The product is: [NH2:14][C:10]1[CH:9]=[C:8]([CH3:18])[C:7]([C:5]2[N:6]=[C:2]([NH2:1])[S:3][CH:4]=2)=[C:12]([CH3:13])[CH:11]=1. (6) Given the reactants Br[C:2]1[CH:11]=[CH:10][CH:9]=[C:8]2[C:3]=1[CH2:4][CH2:5][NH:6][CH2:7]2.B(O)O, predict the reaction product. The product is: [N:6]1[CH:7]=[CH:8][CH:3]=[C:4]([C:2]2[CH:11]=[CH:10][CH:9]=[C:8]3[C:3]=2[CH2:4][CH2:5][NH:6][CH2:7]3)[CH:5]=1. (7) Given the reactants ClC1C=C(F)C=CC=1CN[C:11](=[O:20])[C@H:12]1[CH2:16][CH2:15][C:14](=[O:17])[N:13]1[CH2:18][CH3:19].[F:21][C:22]1[C:29]([C:30]([F:33])([F:32])[F:31])=[CH:28][CH:27]=[CH:26][C:23]=1[CH2:24][NH2:25], predict the reaction product. The product is: [CH2:18]([N:13]1[C:14](=[O:17])[CH2:15][CH2:16][C@H:12]1[C:11]([NH:25][CH2:24][C:23]1[CH:26]=[CH:27][CH:28]=[C:29]([C:30]([F:31])([F:32])[F:33])[C:22]=1[F:21])=[O:20])[CH3:19].